Dataset: Reaction yield outcomes from USPTO patents with 853,638 reactions. Task: Predict the reaction yield, written as a fraction of the theoretical maximum amount of product (1.0 means a 100% yield; for example, 0.34 means a 34% yield). The product is [CH2:49]([C@@H:52]1[C@@H:56](/[CH:19]=[CH:18]/[C@@H:5]([O:4][Si:3]([CH2:35][CH3:36])([CH2:1][CH3:2])[CH2:33][CH3:34])[CH2:6][O:7][C:8]2[CH:13]=[CH:12][CH:11]=[C:10]([C:14]([F:17])([F:16])[F:15])[CH:9]=2)[C@H:55]([O:57][Si:58]([C:61]([CH3:64])([CH3:63])[CH3:62])([CH3:59])[CH3:60])[CH2:54][C:53]1=[O:65])[CH:50]=[CH2:51]. The catalyst is O1CCCC1. The reactants are [CH2:1]([Si:3]([CH2:35][CH3:36])([CH2:33][CH3:34])[O:4][C@H:5](/[CH:18]=[CH:19]/[Sn](CCCC)(CCCC)CCCC)[CH2:6][O:7][C:8]1[CH:13]=[CH:12][CH:11]=[C:10]([C:14]([F:17])([F:16])[F:15])[CH:9]=1)[CH3:2].C([Li])CCC.[Cu](C#N)C#N.C[Li].[CH2:49]([C:52]1[C:53](=[O:65])[CH2:54][C@@H:55]([O:57][Si:58]([C:61]([CH3:64])([CH3:63])[CH3:62])([CH3:60])[CH3:59])[CH:56]=1)[CH:50]=[CH2:51].[NH4+].[Cl-].[NH4+].[OH-]. The yield is 0.377.